Regression. Given two drug SMILES strings and cell line genomic features, predict the synergy score measuring deviation from expected non-interaction effect. From a dataset of NCI-60 drug combinations with 297,098 pairs across 59 cell lines. (1) Drug 1: CCC1=CC2CC(C3=C(CN(C2)C1)C4=CC=CC=C4N3)(C5=C(C=C6C(=C5)C78CCN9C7C(C=CC9)(C(C(C8N6C)(C(=O)OC)O)OC(=O)C)CC)OC)C(=O)OC.C(C(C(=O)O)O)(C(=O)O)O. Drug 2: CC1=C(C=C(C=C1)C(=O)NC2=CC(=CC(=C2)C(F)(F)F)N3C=C(N=C3)C)NC4=NC=CC(=N4)C5=CN=CC=C5. Cell line: K-562. Synergy scores: CSS=84.8, Synergy_ZIP=-6.24, Synergy_Bliss=-7.35, Synergy_Loewe=-6.08, Synergy_HSA=-3.14. (2) Drug 2: CC1CCC2CC(C(=CC=CC=CC(CC(C(=O)C(C(C(=CC(C(=O)CC(OC(=O)C3CCCCN3C(=O)C(=O)C1(O2)O)C(C)CC4CCC(C(C4)OC)OCCO)C)C)O)OC)C)C)C)OC. Cell line: NCI-H226. Synergy scores: CSS=1.25, Synergy_ZIP=0.632, Synergy_Bliss=1.63, Synergy_Loewe=-1.94, Synergy_HSA=-0.627. Drug 1: C1=NC2=C(N=C(N=C2N1C3C(C(C(O3)CO)O)O)F)N.